Task: Predict the reaction yield, written as a fraction of the theoretical maximum amount of product (1.0 means a 100% yield; for example, 0.34 means a 34% yield).. Dataset: Reaction yield outcomes from USPTO patents with 853,638 reactions The reactants are O.O.[Sn](Cl)Cl.[NH2:6][C:7]1[C:16]([N+:17]([O-])=O)=[CH:15][CH:14]=[CH:13][C:8]=1[C:9]([O:11][CH3:12])=[O:10]. The catalyst is CO. The product is [NH2:6][C:7]1[C:16]([NH2:17])=[CH:15][CH:14]=[CH:13][C:8]=1[C:9]([O:11][CH3:12])=[O:10]. The yield is 0.970.